This data is from Reaction yield outcomes from USPTO patents with 853,638 reactions. The task is: Predict the reaction yield, written as a fraction of the theoretical maximum amount of product (1.0 means a 100% yield; for example, 0.34 means a 34% yield). (1) The reactants are [N+:1]([C:4]1[CH:5]=[C:6]([S:10](Cl)(=[O:12])=[O:11])[CH:7]=[CH:8][CH:9]=1)([O-:3])=[O:2].[CH3:14][N:15]([CH3:20])[CH2:16][CH2:17][CH2:18][NH2:19].C(N(CC)CC)C.O. The catalyst is O1CCCC1. The product is [CH3:14][N:15]([CH3:20])[CH2:16][CH2:17][CH2:18][NH:19][S:10]([C:6]1[CH:7]=[CH:8][CH:9]=[C:4]([N+:1]([O-:3])=[O:2])[CH:5]=1)(=[O:12])=[O:11]. The yield is 0.910. (2) The reactants are CC(C)([O-])C.[K+].C(OP([CH2:15][C:16]#[N:17])(=O)OCC)C.[CH3:18][C:19]1[CH:20]=[C:21]([CH:24]=[CH:25][C:26]=1[CH3:27])[CH:22]=O. The catalyst is O1CCCC1. The product is [CH3:18][C:19]1[CH:20]=[C:21]([CH:22]=[CH:15][C:16]#[N:17])[CH:24]=[CH:25][C:26]=1[CH3:27]. The yield is 1.02. (3) The reactants are Br[C:2]1[C:11]([N:12]([CH3:14])[CH3:13])=[CH:10][C:9]2[C:8]([CH3:16])([CH3:15])[CH2:7][CH2:6][C:5]([CH3:18])([CH3:17])[C:4]=2[CH:3]=1.C([Li])CCC.[B:24](OC(C)C)([O:29]C(C)C)[O:25]C(C)C.Cl. The catalyst is C1COCC1. The product is [CH3:13][N:12]([CH3:14])[C:11]1[C:2]([B:24]([OH:29])[OH:25])=[CH:3][C:4]2[C:5]([CH3:18])([CH3:17])[CH2:6][CH2:7][C:8]([CH3:16])([CH3:15])[C:9]=2[CH:10]=1. The yield is 0.390. (4) The reactants are COC1C=CC(C[N:8]2[C:12]3=[N:13][CH:14]=[CH:15][C:16]([O:17][C:18]4[CH:23]=[CH:22][C:21]([NH:24][C:25]([C:27]5[C:28](=[O:40])[N:29]([C:33]6[CH:38]=[CH:37][C:36]([F:39])=[CH:35][CH:34]=6)[N:30]=[CH:31][CH:32]=5)=[O:26])=[CH:20][C:19]=4[F:41])=[C:11]3[C:10]([N:42]3[CH2:48][CH2:47][CH2:46][NH:45][CH2:44][CH2:43]3)=[N:9]2)=CC=1.C(O)(C(F)(F)F)=O. No catalyst specified. The product is [N:42]1([C:10]2[C:11]3[C:12](=[N:13][CH:14]=[CH:15][C:16]=3[O:17][C:18]3[CH:23]=[CH:22][C:21]([NH:24][C:25]([C:27]4[C:28](=[O:40])[N:29]([C:33]5[CH:34]=[CH:35][C:36]([F:39])=[CH:37][CH:38]=5)[N:30]=[CH:31][CH:32]=4)=[O:26])=[CH:20][C:19]=3[F:41])[NH:8][N:9]=2)[CH2:48][CH2:47][CH2:46][NH:45][CH2:44][CH2:43]1. The yield is 0.0128. (5) The reactants are [C:1]([O:5][C:6]([N:8]([CH2:26][C:27]([O:29][C:30]([CH3:33])([CH3:32])[CH3:31])=[O:28])[C:9]1[CH:14]=[CH:13][CH:12]=[C:11]([CH2:15][NH:16][S:17]([C:20]2[CH:21]=[N:22][CH:23]=[CH:24][CH:25]=2)(=[O:19])=[O:18])[N:10]=1)=[O:7])([CH3:4])([CH3:3])[CH3:2].[CH3:34][C:35]([C:41]1[CH:48]=[CH:47][C:44]([CH2:45]O)=[CH:43][CH:42]=1)([CH3:40])[CH2:36][CH2:37][CH2:38][CH3:39].C(P(CCCC)CCCC)CCC.CN(C)C(N=NC(N(C)C)=O)=O. The catalyst is O.O1CCCC1. The product is [C:1]([O:5][C:6]([N:8]([CH2:26][C:27]([O:29][C:30]([CH3:33])([CH3:32])[CH3:31])=[O:28])[C:9]1[CH:14]=[CH:13][CH:12]=[C:11]([CH:15]([CH2:45][C:44]2[CH:47]=[CH:48][C:41]([C:35]([CH3:34])([CH3:40])[CH2:36][CH2:37][CH2:38][CH3:39])=[CH:42][CH:43]=2)[NH:16][S:17]([C:20]2[CH:21]=[N:22][CH:23]=[CH:24][CH:25]=2)(=[O:19])=[O:18])[N:10]=1)=[O:7])([CH3:4])([CH3:3])[CH3:2]. The yield is 0.910. (6) The reactants are Br[C:2]1[C:7]([CH3:8])=[CH:6][CH:5]=[CH:4][N:3]=1.[OH:9][CH2:10][C:11]1[CH:16]=[CH:15][C:14](B(O)O)=[CH:13][CH:12]=1.C(=O)([O-])[O-].[Na+].[Na+]. The catalyst is C1(C)C=CC=CC=1.C1C=CC([P]([Pd]([P](C2C=CC=CC=2)(C2C=CC=CC=2)C2C=CC=CC=2)([P](C2C=CC=CC=2)(C2C=CC=CC=2)C2C=CC=CC=2)[P](C2C=CC=CC=2)(C2C=CC=CC=2)C2C=CC=CC=2)(C2C=CC=CC=2)C2C=CC=CC=2)=CC=1. The product is [CH3:8][C:7]1[C:2]([C:14]2[CH:15]=[CH:16][C:11]([CH2:10][OH:9])=[CH:12][CH:13]=2)=[N:3][CH:4]=[CH:5][CH:6]=1. The yield is 0.470.